From a dataset of Forward reaction prediction with 1.9M reactions from USPTO patents (1976-2016). Predict the product of the given reaction. (1) Given the reactants [Cl:1][C:2]1[CH:7]=[C:6]([Cl:8])[CH:5]=[CH:4][C:3]=1B(O)O.Br[C:13]1[CH:14]=[C:15]2[C:19]3=[C:20]([CH2:22][S:23][CH2:24][CH2:25][N:18]3[C@H:17]3[CH2:26][CH2:27][N:28](C(OC(C)(C)C)=O)[CH2:29][C@@H:16]23)[CH:21]=1, predict the reaction product. The product is: [Cl:1][C:2]1[CH:7]=[C:6]([Cl:8])[CH:5]=[CH:4][C:3]=1[C:13]1[CH:14]=[C:15]2[C:19]3=[C:20]([CH2:22][S:23][CH2:24][CH2:25][N:18]3[C@H:17]3[CH2:26][CH2:27][NH:28][CH2:29][C@@H:16]23)[CH:21]=1. (2) Given the reactants [Cl:1][C:2]1[CH:3]=[N:4][CH:5]=[C:6]([Cl:21])[C:7]=1[CH2:8][C:9]([C:11]1[CH:16]=[CH:15][C:14]([O:17][CH3:18])=[C:13]([O:19][CH3:20])[CH:12]=1)=[O:10].C([N-]C(C)C)(C)C.[Li+].[CH2:30]([C:34]1[CH:39]=[CH:38][C:37]([C@H:40]([CH3:44])[C:41](Cl)=[O:42])=[CH:36][CH:35]=1)[CH:31]([CH3:33])[CH3:32], predict the reaction product. The product is: [Cl:21][C:6]1[CH:5]=[N:4][CH:3]=[C:2]([Cl:1])[C:7]=1[CH:8]=[C:9]([O:10][C:41](=[O:42])[C@H:40]([C:37]1[CH:38]=[CH:39][C:34]([CH2:30][CH:31]([CH3:33])[CH3:32])=[CH:35][CH:36]=1)[CH3:44])[C:11]1[CH:16]=[CH:15][C:14]([O:17][CH3:18])=[C:13]([O:19][CH3:20])[CH:12]=1. (3) Given the reactants [H-].[Na+].[O:3]=[C:4]1[CH2:12][C:11]2[C:6](=[CH:7][CH:8]=[C:9]([C:13]([O:15][CH3:16])=[O:14])[CH:10]=2)[NH:5]1.Cl[C:18]1[N+:23]([O-])=[CH:22][C:21]([CH2:25][N:26]2[CH2:31][CH2:30][O:29][CH2:28][CH2:27]2)=[CH:20][CH:19]=1.P(Cl)(Cl)Cl, predict the reaction product. The product is: [OH:3][C:4]1[NH:5][C:6]2[C:11]([C:12]=1[C:18]1[CH:19]=[CH:20][C:21]([CH2:25][N:26]3[CH2:31][CH2:30][O:29][CH2:28][CH2:27]3)=[CH:22][N:23]=1)=[CH:10][C:9]([C:13]([O:15][CH3:16])=[O:14])=[CH:8][CH:7]=2. (4) Given the reactants [NH2:1][C:2]1[C:11]([N+:12]([O-])=O)=[CH:10][CH:9]=[C:8]([O:15][CH3:16])[C:3]=1[C:4]([O:6][CH3:7])=[O:5].O=[C:18]([C:24]1[CH:29]=[CH:28][CH:27]=[CH:26][CH:25]=1)[C:19](OCC)=[O:20], predict the reaction product. The product is: [CH3:16][O:15][C:8]1[CH:9]=[CH:10][C:11]2[NH:12][C:19](=[O:20])[C:18]([C:24]3[CH:29]=[CH:28][CH:27]=[CH:26][CH:25]=3)=[N:1][C:2]=2[C:3]=1[C:4]([O:6][CH3:7])=[O:5]. (5) Given the reactants [C:1]([C:3]1[CH:8]=[CH:7][C:6]([CH2:9][CH2:10][NH:11][C:12](=[O:29])[CH2:13][CH2:14][CH2:15][NH:16][CH2:17][S:18]([C:21]2[CH:26]=[CH:25][CH:24]=[C:23]([Cl:27])[C:22]=2[Cl:28])(=[O:20])=[O:19])=[CH:5][CH:4]=1)#[N:2].[S].[CH2:31](N)[CH2:32][NH2:33], predict the reaction product. The product is: [Cl:28][C:22]1[C:23]([Cl:27])=[CH:24][CH:25]=[CH:26][C:21]=1[S:18]([CH2:17][NH:16][CH2:15][CH2:14][CH2:13][C:12]([NH:11][CH2:10][CH2:9][C:6]1[CH:5]=[CH:4][C:3]([C:1]2[NH:33][CH2:32][CH2:31][N:2]=2)=[CH:8][CH:7]=1)=[O:29])(=[O:20])=[O:19]. (6) Given the reactants CN(C=O)C.[C:6]([Cl:11])(=O)[C:7](Cl)=[O:8].OC1C(=O)[N:15]([CH:26]([CH3:28])[CH3:27])[S:16](=[O:25])(=[O:24])[C:17]=1[C:18]1[CH:23]=[CH:22][CH:21]=[CH:20][CH:19]=1.O, predict the reaction product. The product is: [Cl:11][C:6]1[C:7](=[O:8])[N:15]([CH:26]([CH3:28])[CH3:27])[S:16](=[O:24])(=[O:25])[C:17]=1[C:18]1[CH:23]=[CH:22][CH:21]=[CH:20][CH:19]=1.